This data is from Catalyst prediction with 721,799 reactions and 888 catalyst types from USPTO. The task is: Predict which catalyst facilitates the given reaction. (1) Reactant: [Br:1][C:2]1[CH:3]=[C:4]([CH:7]=[CH:8][CH:9]=1)[CH2:5][OH:6].C(N(CC)CC)C.[CH3:17][S:18](Cl)(=[O:20])=[O:19]. Product: [CH3:17][S:18]([O:6][CH2:5][C:4]1[CH:7]=[CH:8][CH:9]=[C:2]([Br:1])[CH:3]=1)(=[O:20])=[O:19]. The catalyst class is: 4. (2) Reactant: Cl[C:2]1[N:7]=[C:6]([O:8][CH3:9])[N:5]=[C:4]([NH:10][CH2:11][CH:12]2[CH2:16][C:15]3[CH:17]=[CH:18][CH:19]=[CH:20][C:14]=3[O:13]2)[CH:3]=1.[C:21]([C:24]([C:27]1[CH:28]=[C:29](B(O)O)[CH:30]=[CH:31][CH:32]=1)([CH3:26])[CH3:25])([OH:23])=[O:22].C([O-])([O-])=O.[Cs+].[Cs+]. Product: [O:13]1[C:14]2[CH:20]=[CH:19][CH:18]=[CH:17][C:15]=2[CH2:16][CH:12]1[CH2:11][NH:10][C:4]1[N:5]=[C:6]([O:8][CH3:9])[N:7]=[C:2]([C:29]2[CH:28]=[C:27]([C:24]([CH3:26])([CH3:25])[C:21]([OH:23])=[O:22])[CH:32]=[CH:31][CH:30]=2)[CH:3]=1. The catalyst class is: 108. (3) Reactant: [CH3:1][O:2][C:3]1[CH:4]=[C:5]2[C:10](=[CH:11][C:12]=1[O:13][CH3:14])[N:9]=[CH:8][CH:7]=[C:6]2[O:15][C:16]1[CH:26]=[CH:25][C:19]([O:20][CH2:21][C:22](O)=[O:23])=[CH:18][CH:17]=1.CCN=C=NCCCN(C)C.Cl.C1C=CC2N(O)N=NC=2C=1.[NH2:49][C:50]1[CH:55]=[CH:54][CH:53]=[C:52]([CH3:56])[CH:51]=1.C(=O)([O-])O.[Na+]. Product: [CH3:56][C:52]1[CH:51]=[C:50]([NH:49][C:22](=[O:23])[CH2:21][O:20][C:19]2[CH:18]=[CH:17][C:16]([O:15][C:6]3[C:5]4[C:10](=[CH:11][C:12]([O:13][CH3:14])=[C:3]([O:2][CH3:1])[CH:4]=4)[N:9]=[CH:8][CH:7]=3)=[CH:26][CH:25]=2)[CH:55]=[CH:54][CH:53]=1. The catalyst class is: 146.